Dataset: Forward reaction prediction with 1.9M reactions from USPTO patents (1976-2016). Task: Predict the product of the given reaction. (1) Given the reactants [C:1]([O:5][C:6](=[O:14])[C:7]1[CH:12]=[CH:11][C:10]([OH:13])=[CH:9][CH:8]=1)(C)(C)[CH3:2].Br[C:16]1[N:17]=[C:18]([O:42][CH3:43])[C:19]([N:22](COCC[Si](C)(C)C)[S:23]([C:26]2[CH:31]=[CH:30][CH:29]=[C:28]([Cl:32])[C:27]=2[Cl:33])(=[O:25])=[O:24])=[N:20][CH:21]=1.C(=O)([O-])[O-].[Cs+].[Cs+], predict the reaction product. The product is: [C:6]([O:5][CH2:1][CH3:2])(=[O:14])[CH3:7].[CH3:10][CH2:9][CH2:8][CH:7]([CH3:12])[CH3:6].[Cl:33][C:27]1[C:28]([Cl:32])=[CH:29][CH:30]=[CH:31][C:26]=1[S:23]([NH:22][C:19]1[N:20]=[CH:21][C:16]([O:13][C:10]2[CH:9]=[CH:8][C:7]([C:6]([OH:5])=[O:14])=[CH:12][CH:11]=2)=[N:17][C:18]=1[O:42][CH3:43])(=[O:25])=[O:24]. (2) Given the reactants C(OC([N:8]1[CH2:13][CH2:12][CH:11]([C:14](=[O:31])[NH:15][C:16]2[CH:21]=[CH:20][CH:19]=[CH:18][C:17]=2[O:22][C:23]2[CH:28]=[C:27]([Cl:29])[CH:26]=[C:25]([Cl:30])[CH:24]=2)[CH2:10][CH2:9]1)=O)(C)(C)C, predict the reaction product. The product is: [Cl:29][C:27]1[CH:28]=[C:23]([CH:24]=[C:25]([Cl:30])[CH:26]=1)[O:22][C:17]1[CH:18]=[CH:19][CH:20]=[CH:21][C:16]=1[NH:15][C:14]([CH:11]1[CH2:12][CH2:13][NH:8][CH2:9][CH2:10]1)=[O:31]. (3) Given the reactants [NH2:1][C:2]1[NH:6][N:5]=[C:4]([C:7]([OH:9])=[O:8])[CH:3]=1.[CH2:10]([O:12][C:13](=[O:24])[C:14](=[CH:20]OCC)[C:15](OCC)=[O:16])[CH3:11], predict the reaction product. The product is: [CH2:10]([O:12][C:13]([C:14]1[C:15](=[O:16])[N:6]2[N:5]=[C:4]([C:7]([OH:9])=[O:8])[CH:3]=[C:2]2[NH:1][CH:20]=1)=[O:24])[CH3:11]. (4) Given the reactants Br[CH2:2][CH2:3][N:4]1[C:12]([S:13][C:14]2[CH:19]=[C:18]([Cl:20])[CH:17]=[C:16]([Cl:21])[CH:15]=2)=[N:11][C:10]2[C:5]1=[N:6][CH:7]=[N:8][C:9]=2[NH2:22].[CH:23]([NH2:26])([CH3:25])[CH3:24], predict the reaction product. The product is: [Cl:21][C:16]1[CH:15]=[C:14]([S:13][C:12]2[N:4]([CH2:3][CH2:2][NH:26][CH:23]([CH3:25])[CH3:24])[C:5]3[C:10]([N:11]=2)=[C:9]([NH2:22])[N:8]=[CH:7][N:6]=3)[CH:19]=[C:18]([Cl:20])[CH:17]=1. (5) Given the reactants [Cl:1][C:2]1[N:3]=[C:4]([N:13]2[CH2:18][CH2:17][O:16][CH2:15][CH2:14]2)[C:5]2[S:10][C:9]([CH:11]=O)=[CH:8][C:6]=2[N:7]=1.[CH3:19][N:20]([CH3:25])[CH2:21][CH2:22][NH:23][CH3:24], predict the reaction product. The product is: [Cl:1][C:2]1[N:3]=[C:4]([N:13]2[CH2:18][CH2:17][O:16][CH2:15][CH2:14]2)[C:5]2[S:10][C:9]([CH2:11][N:23]([CH3:24])[CH2:22][CH2:21][N:20]([CH3:25])[CH3:19])=[CH:8][C:6]=2[N:7]=1. (6) Given the reactants Cl[C:2]1[N:3]=[C:4]([OH:12])[C:5]2[CH:11]=[CH:10][N:9]=[CH:8][C:6]=2[N:7]=1.[CH2:13]([N:20]1[CH:28]=[C:27]2[C:22]([CH:23]=[CH:24][C:25]([OH:29])=[CH:26]2)=[N:21]1)[C:14]1[CH:19]=[CH:18][CH:17]=[CH:16][CH:15]=1, predict the reaction product. The product is: [CH2:13]([N:20]1[CH:28]=[C:27]2[C:22]([CH:23]=[CH:24][C:25]([O:29][C:2]3[N:3]=[C:4]([OH:12])[C:5]4[CH:11]=[CH:10][N:9]=[CH:8][C:6]=4[N:7]=3)=[CH:26]2)=[N:21]1)[C:14]1[CH:15]=[CH:16][CH:17]=[CH:18][CH:19]=1.